This data is from Reaction yield outcomes from USPTO patents with 853,638 reactions. The task is: Predict the reaction yield, written as a fraction of the theoretical maximum amount of product (1.0 means a 100% yield; for example, 0.34 means a 34% yield). (1) The reactants are Br[C:2]1[CH:7]=[CH:6][C:5]([C:8]2([N:12]([CH2:26][C:27]([OH:29])=[O:28])[S:13]([C:16]3[CH:21]=[CH:20][C:19]([O:22][CH:23]([F:25])[F:24])=[CH:18][CH:17]=3)(=[O:15])=[O:14])[CH2:11][CH2:10][CH2:9]2)=[CH:4][CH:3]=1.[N:30]1[CH:35]=[C:34](B(O)O)[CH:33]=[N:32][CH:31]=1.P([O-])([O-])([O-])=O.[K+].[K+].[K+].C1(P(C2CCCCC2)C2C=CC=CC=2C2C(C(C)C)=CC(C(C)C)=CC=2C(C)C)CCCCC1. The catalyst is C(O)CCC.C1C=CC(/C=C/C(/C=C/C2C=CC=CC=2)=O)=CC=1.C1C=CC(/C=C/C(/C=C/C2C=CC=CC=2)=O)=CC=1.C1C=CC(/C=C/C(/C=C/C2C=CC=CC=2)=O)=CC=1.[Pd].[Pd]. The product is [F:24][CH:23]([F:25])[O:22][C:19]1[CH:20]=[CH:21][C:16]([S:13]([N:12]([CH2:26][C:27]([OH:29])=[O:28])[C:8]2([C:5]3[CH:6]=[CH:7][C:2]([C:34]4[CH:35]=[N:30][CH:31]=[N:32][CH:33]=4)=[CH:3][CH:4]=3)[CH2:11][CH2:10][CH2:9]2)(=[O:15])=[O:14])=[CH:17][CH:18]=1. The yield is 0.160. (2) The reactants are [Cl-].O[NH3+:3].[C:4](=[O:7])([O-])[OH:5].[Na+].CS(C)=O.[F:13][CH:14]([F:48])[C:15]1[N:16]([C:40]2[CH:45]=[CH:44][C:43]([O:46][CH3:47])=[CH:42][CH:41]=2)[C:17](=[O:39])[C:18]([CH2:24][C:25]2[CH:30]=[CH:29][C:28]([C:31]3[C:32]([C:37]#[N:38])=[CH:33][CH:34]=[CH:35][CH:36]=3)=[CH:27][CH:26]=2)=[C:19]([CH2:21][CH2:22][CH3:23])[N:20]=1. The catalyst is C(OCC)(=O)C. The product is [F:48][CH:14]([F:13])[C:15]1[N:16]([C:40]2[CH:41]=[CH:42][C:43]([O:46][CH3:47])=[CH:44][CH:45]=2)[C:17](=[O:39])[C:18]([CH2:24][C:25]2[CH:26]=[CH:27][C:28]([C:31]3[CH:36]=[CH:35][CH:34]=[CH:33][C:32]=3[C:37]3[NH:3][C:4](=[O:7])[O:5][N:38]=3)=[CH:29][CH:30]=2)=[C:19]([CH2:21][CH2:22][CH3:23])[N:20]=1. The yield is 0.600. (3) The reactants are [Br:1][C:2]1[C:7]([O:8][CH3:9])=[CH:6][C:5]([CH2:10][OH:11])=[CH:4][C:3]=1[O:12][CH3:13].[O:14]1[CH:19]=[CH:18][CH2:17][CH2:16][CH2:15]1.O.C1(C)C=CC(S(O)(=O)=O)=CC=1.COC(C)(C)C. The catalyst is O1CCCC1. The product is [Br:1][C:2]1[C:7]([O:8][CH3:9])=[CH:6][C:5]([CH2:10][O:11][CH:15]2[CH2:16][CH2:17][CH2:18][CH2:19][O:14]2)=[CH:4][C:3]=1[O:12][CH3:13]. The yield is 1.00. (4) The reactants are [CH:1]1([O:6][C:7]2[CH:8]=[C:9]([C@H:15]3[CH2:19][N:18]([CH2:20][C:21]([O:23]C)=[O:22])[C:17](=[O:25])[CH2:16]3)[CH:10]=[CH:11][C:12]=2[O:13][CH3:14])[CH2:5][CH2:4][CH2:3][CH2:2]1.[OH-].[K+].Cl.O. The yield is 1.00. The catalyst is CO. The product is [CH:1]1([O:6][C:7]2[CH:8]=[C:9]([CH:15]3[CH2:19][N:18]([CH2:20][C:21]([OH:23])=[O:22])[C:17](=[O:25])[CH2:16]3)[CH:10]=[CH:11][C:12]=2[O:13][CH3:14])[CH2:5][CH2:4][CH2:3][CH2:2]1. (5) The reactants are [Br:1][C:2]1[CH:3]=[C:4]([C:8]#[C:9][C:10]2[CH:11]=[N:12][N:13]([CH2:15][C:16]([F:19])([F:18])[F:17])[CH:14]=2)[CH:5]=[CH:6][CH:7]=1.C([O-])(O)=[O:21].[Na+].[O-]S([O-])(=O)=O.[Mg+2].[Mn]([O-])(=O)(=O)=O.[K+].[OH2:37]. The catalyst is CC(C)=O. The product is [Br:1][C:2]1[CH:3]=[C:4]([C:8](=[O:21])[C:9]([C:10]2[CH:11]=[N:12][N:13]([CH2:15][C:16]([F:17])([F:18])[F:19])[CH:14]=2)=[O:37])[CH:5]=[CH:6][CH:7]=1. The yield is 0.820. (6) The reactants are [OH-].[Na+].C1(C[O:10][C:11]([C:13]2([NH:19][C:20]([C:22]3[S:23][C:24]4[CH:30]=[CH:29][CH:28]=[CH:27][C:25]=4[CH:26]=3)=[O:21])[CH2:18][CH2:17][CH2:16][CH2:15][CH2:14]2)=[O:12])C=CC=CC=1.CCOCC. The catalyst is O1CCCC1. The product is [S:23]1[C:24]2[CH:30]=[CH:29][CH:28]=[CH:27][C:25]=2[CH:26]=[C:22]1[C:20]([NH:19][C:13]1([C:11]([OH:12])=[O:10])[CH2:18][CH2:17][CH2:16][CH2:15][CH2:14]1)=[O:21]. The yield is 0.800. (7) The reactants are CC(C)([O-])C.[K+].C(S)CCCCCCCCC.[Cl-].C[O:20][C:21]1[CH:22]=[N:23][C:24]([CH3:28])=[NH+:25][C:26]=1[CH3:27].Cl. The catalyst is CCCCCCC.C(O)CCC. The product is [CH3:28][C:24]1[N:25]=[C:26]([CH3:27])[C:21]([OH:20])=[CH:22][N:23]=1. The yield is 0.740. (8) The reactants are [NH2:1][C:2]1[CH:7]=[CH:6][C:5]([NH:8][C:9](=[O:15])[O:10][C:11]([CH3:14])([CH3:13])[CH3:12])=[CH:4][C:3]=1[S:16]([NH2:19])(=[O:18])=[O:17].CS[C:22](SC)=[C:23]1[C:32](=[O:33])[C:31]2[C:26](=[CH:27][CH:28]=[CH:29][CH:30]=2)[N:25]([NH:34][CH2:35][CH:36]2[CH2:38][CH2:37]2)[C:24]1=[O:39]. The catalyst is O1CCOCC1. The product is [CH:36]1([CH2:35][NH:34][N:25]2[C:26]3[C:31](=[CH:30][CH:29]=[CH:28][CH:27]=3)[C:32]([OH:33])=[C:23]([C:22]3[NH:1][C:2]4[CH:7]=[CH:6][C:5]([NH:8][C:9](=[O:15])[O:10][C:11]([CH3:13])([CH3:14])[CH3:12])=[CH:4][C:3]=4[S:16](=[O:17])(=[O:18])[N:19]=3)[C:24]2=[O:39])[CH2:37][CH2:38]1. The yield is 0.510. (9) The reactants are [NH2:1][C@@H:2]([C:12]1[CH:13]=[C:14]([CH:18]=[C:19]([C:21]([F:24])([F:23])[F:22])[CH:20]=1)[C:15]([OH:17])=[O:16])[CH2:3][O:4][Si](C(C)(C)C)(C)C.[OH-].[Na+].[C:27]([O:31][C:32](O[C:32]([O:31][C:27]([CH3:30])([CH3:29])[CH3:28])=[O:33])=[O:33])([CH3:30])([CH3:29])[CH3:28]. No catalyst specified. The product is [C:27]([O:31][C:32]([NH:1][C@@H:2]([C:12]1[CH:13]=[C:14]([CH:18]=[C:19]([C:21]([F:22])([F:23])[F:24])[CH:20]=1)[C:15]([OH:17])=[O:16])[CH2:3][OH:4])=[O:33])([CH3:30])([CH3:29])[CH3:28]. The yield is 0.440. (10) The reactants are [CH3:1][C:2]1[S:6][C:5]([C:7]2[O:8][CH:9]=[CH:10][N:11]=2)=[N:4][C:3]=1[OH:12].[H-].[Na+].C1C=CC(N([S:22]([C:25]([F:28])([F:27])[F:26])(=[O:24])=[O:23])[S:22]([C:25]([F:28])([F:27])[F:26])(=[O:24])=[O:23])=CC=1.O. The catalyst is C1COCC1. The product is [CH3:1][C:2]1[S:6][C:5]([C:7]2[O:8][CH:9]=[CH:10][N:11]=2)=[N:4][C:3]=1[O:12][S:22]([C:25]([F:28])([F:27])[F:26])(=[O:24])=[O:23]. The yield is 0.650.